From a dataset of Full USPTO retrosynthesis dataset with 1.9M reactions from patents (1976-2016). Predict the reactants needed to synthesize the given product. Given the product [C:25]([O:33][CH2:34][CH2:35][O:1][C:2]1[CH:7]=[C:6]([CH3:8])[C:5]([C:9]2[CH:14]=[CH:13][CH:12]=[C:11]([CH:15]=[O:16])[C:10]=2[CH3:17])=[C:4]([CH3:18])[CH:3]=1)(=[O:32])[C:26]1[CH:31]=[CH:30][CH:29]=[CH:28][CH:27]=1, predict the reactants needed to synthesize it. The reactants are: [OH:1][C:2]1[CH:7]=[C:6]([CH3:8])[C:5]([C:9]2[CH:14]=[CH:13][CH:12]=[C:11]([CH:15]=[O:16])[C:10]=2[CH3:17])=[C:4]([CH3:18])[CH:3]=1.C(=O)([O-])[O-].[Cs+].[Cs+].[C:25]([O:33][CH2:34][CH2:35]Br)(=[O:32])[C:26]1[CH:31]=[CH:30][CH:29]=[CH:28][CH:27]=1.O.